This data is from Forward reaction prediction with 1.9M reactions from USPTO patents (1976-2016). The task is: Predict the product of the given reaction. (1) Given the reactants [C:1]([C:5]1[N:10]=[CH:9][C:8]([C:11]2[N:12]([C:32]([N:34]3[CH2:39][CH2:38][N:37]([CH2:40][C:41]([NH:43][C:44]4[CH:45]=[N:46][CH:47]=[CH:48][CH:49]=4)=[O:42])[CH2:36][CH2:35]3)=[O:33])[C@@:13]([C:25]3[CH:30]=[CH:29][C:28]([Cl:31])=[CH:27][CH:26]=3)([CH3:24])[C@@:14]([C:17]3[CH:22]=[CH:21][C:20]([Cl:23])=[CH:19][CH:18]=3)([CH3:16])[N:15]=2)=[C:7]([O:50][CH2:51][CH3:52])[CH:6]=1)([CH3:4])([CH3:3])[CH3:2].[CH2:53](I)[CH3:54].[H-].[Na+], predict the reaction product. The product is: [C:1]([C:5]1[N:10]=[CH:9][C:8]([C:11]2[N:12]([C:32]([N:34]3[CH2:35][CH2:36][N:37]([CH2:40][C:41]([N:43]([CH2:53][CH3:54])[C:44]4[CH:45]=[N:46][CH:47]=[CH:48][CH:49]=4)=[O:42])[CH2:38][CH2:39]3)=[O:33])[C@@:13]([C:25]3[CH:26]=[CH:27][C:28]([Cl:31])=[CH:29][CH:30]=3)([CH3:24])[C@@:14]([C:17]3[CH:18]=[CH:19][C:20]([Cl:23])=[CH:21][CH:22]=3)([CH3:16])[N:15]=2)=[C:7]([O:50][CH2:51][CH3:52])[CH:6]=1)([CH3:2])([CH3:3])[CH3:4]. (2) Given the reactants OC1C=CC([C@H:8]2[CH2:25][C@@:23]3([CH3:24])[C@@H:19]([CH2:20][CH2:21][C:22]3=[O:26])[C@H:18]3[C:9]2=[C:10]2[C:15]([CH2:16][CH2:17]3)=[CH:14][C:13](=[O:27])[CH2:12][CH2:11]2)=CC=1.[N-]=[N+]=[N-], predict the reaction product. The product is: [CH3:24][C@:23]12[CH2:25][CH2:8][C:9]3[C@@H:18]([CH2:17][CH2:16][C:15]4[C:10]=3[CH2:11][CH2:12][C:13](=[O:27])[CH:14]=4)[C@@H:19]1[CH2:20][CH2:21][C:22]2=[O:26]. (3) Given the reactants [Br:1][C:2]1[CH:3]=[C:4]2[C:12](=[CH:13][CH:14]=1)[NH:11][C:10]1[C:9](=O)[CH2:8][CH2:7][CH2:6][C:5]2=1.[F:16][C:17]1[CH:23]=[CH:22][C:20]([NH2:21])=[CH:19][CH:18]=1, predict the reaction product. The product is: [Br:1][C:2]1[CH:3]=[C:4]2[C:12](=[CH:13][CH:14]=1)[NH:11][C:10]1[CH:9]([NH:21][C:20]3[CH:22]=[CH:23][C:17]([F:16])=[CH:18][CH:19]=3)[CH2:8][CH2:7][CH2:6][C:5]2=1.